Dataset: Forward reaction prediction with 1.9M reactions from USPTO patents (1976-2016). Task: Predict the product of the given reaction. (1) The product is: [C:19]1([C:2]2[CH:3]=[CH:4][CH:5]=[C:6]3[C:10]=2[NH:9][C:8](=[O:11])[C:7]3=[O:12])[CH:24]=[CH:23][CH:22]=[CH:21][CH:20]=1. Given the reactants I[C:2]1[CH:3]=[CH:4][CH:5]=[C:6]2[C:10]=1[NH:9][C:8](=[O:11])[C:7]2=[O:12].COCCOC.[C:19]1(B(O)O)[CH:24]=[CH:23][CH:22]=[CH:21][CH:20]=1.C(=O)(O)[O-].[Na+], predict the reaction product. (2) Given the reactants [Cl:1][C:2]1[CH:11]=[CH:10][C:9]2[C:8]([NH2:12])=[C:7]([Cl:13])[CH:6]=[CH:5][C:4]=2[N:3]=1.[C:14]1([C@H:20]([CH3:25])[CH2:21][C:22](O)=[O:23])[CH:19]=[CH:18][CH:17]=[CH:16][CH:15]=1.C1CN([P+](Br)(N2CCCC2)N2CCCC2)CC1.F[P-](F)(F)(F)(F)F.Cl, predict the reaction product. The product is: [Cl:1][C:2]1[CH:11]=[CH:10][C:9]2[C:4](=[CH:5][CH:6]=[C:7]([Cl:13])[C:8]=2[NH:12][C:22](=[O:23])[CH2:21][C@@H:20]([CH3:25])[C:14]2[CH:19]=[CH:18][CH:17]=[CH:16][CH:15]=2)[N:3]=1. (3) Given the reactants [H-].[Na+].[CH3:3][O:4][C:5]1[N:10]=[C:9]([NH2:11])[CH:8]=[CH:7][N:6]=1.Cl[C:13]1[S:14][C:15]([C:18]#[N:19])=[CH:16][N:17]=1, predict the reaction product. The product is: [CH3:3][O:4][C:5]1[N:10]=[C:9]([NH:11][C:13]2[S:14][C:15]([C:18]#[N:19])=[CH:16][N:17]=2)[CH:8]=[CH:7][N:6]=1. (4) Given the reactants C([O:9][C@H:10]1[C@:14]([F:16])([CH3:15])[C@H:13]([N:17]2[CH:25]=[N:24][C:23]3[C:18]2=[N:19][C:20]([NH2:27])=[N:21][C:22]=3Cl)[O:12][C@@H:11]1[CH2:28][O:29]C(=O)C1C=CC=CC=1)(=O)C1C=CC=CC=1.[CH2:38]([OH:45])[C:39]1[CH:44]=[CH:43][CH:42]=[CH:41][CH:40]=1.[H-].[Na+], predict the reaction product. The product is: [NH2:27][C:20]1[N:19]=[C:18]2[C:23]([N:24]=[CH:25][N:17]2[C@@H:13]2[O:12][C@H:11]([CH2:28][OH:29])[C@@H:10]([OH:9])[C@:14]2([F:16])[CH3:15])=[C:22]([O:45][CH2:38][C:39]2[CH:44]=[CH:43][CH:42]=[CH:41][CH:40]=2)[N:21]=1. (5) Given the reactants [NH2:1][C:2]1[CH:9]=[C:8]([Cl:10])[CH:7]=[CH:6][C:3]=1[CH:4]=O.[CH3:11][C:12]1C=CC(S(NN)(=O)=O)=CC=1.C(=O)([O-])[O-].[K+].[K+].C(B(O)O)C, predict the reaction product. The product is: [Cl:10][C:8]1[CH:7]=[CH:6][C:3]([CH2:4][CH2:11][CH3:12])=[C:2]([CH:9]=1)[NH2:1]. (6) Given the reactants [Cl:1][C:2]1[CH:3]=[N:4][CH:5]=[C:6]([Cl:20])[C:7]=1[S:8][C:9]1[S:13][C:12]([C:14](Cl)=[O:15])=[CH:11][C:10]=1[N+:17]([O-:19])=[O:18].[F:21][C:22]1[CH:30]=[CH:29][CH:28]=[CH:27][C:23]=1[CH2:24][CH2:25][NH2:26], predict the reaction product. The product is: [Cl:1][C:2]1[CH:3]=[N:4][CH:5]=[C:6]([Cl:20])[C:7]=1[S:8][C:9]1[S:13][C:12]([C:14]([NH:26][CH2:25][CH2:24][C:23]2[CH:27]=[CH:28][CH:29]=[CH:30][C:22]=2[F:21])=[O:15])=[CH:11][C:10]=1[N+:17]([O-:19])=[O:18].